Dataset: Retrosynthesis with 50K atom-mapped reactions and 10 reaction types from USPTO. Task: Predict the reactants needed to synthesize the given product. (1) Given the product CCOP(=O)(CC(=O)Nc1cc2c(Nc3ccc(Oc4ccc(F)cc4)cc3)ncnc2cc1OC)OCC, predict the reactants needed to synthesize it. The reactants are: CCOP(=O)(CC(=O)O)OCC.COc1cc2ncnc(Nc3ccc(Oc4ccc(F)cc4)cc3)c2cc1N. (2) The reactants are: CC1(C)C(=O)C=C(Cl)C(C)(C)C1=O.OCc1ccc(Br)s1. Given the product CC1(C)C(=O)C=C(OCc2ccc(Br)s2)C(C)(C)C1=O, predict the reactants needed to synthesize it. (3) Given the product COC(=O)[C@H](Cc1ccc(OCC(=O)NCc2ccccc2)cc1)NC(=O)[C@@H]1CCCN1S(=O)(=O)c1ccc(C)cc1, predict the reactants needed to synthesize it. The reactants are: COC(=O)[C@H](Cc1ccc(O)cc1)NC(=O)[C@@H]1CCCN1S(=O)(=O)c1ccc(C)cc1.O=C(CCl)NCc1ccccc1. (4) Given the product CC(C)N1CCn2c(Cc3cccc(Cl)c3Cl)nc(=O)c(O)c2C1=O, predict the reactants needed to synthesize it. The reactants are: CC(C)N1CCn2c(Cc3cccc(Cl)c3Cl)nc(=O)c(OCc3ccccc3)c2C1=O. (5) The reactants are: CC(C)O.COc1cc(C(=O)N2CCC3(CC2)CC(O)c2nn(C(C)(C)C)cc2O3)ccc1OC(C)C. Given the product COc1cc(C(=O)N2CCC3(CC2)CC(OC(C)C)c2nn(C(C)(C)C)cc2O3)ccc1OC(C)C, predict the reactants needed to synthesize it. (6) Given the product COC(=O)c1ccc(C)c(N2C(=O)CCc3c(Br)cc(OC)cc32)c1, predict the reactants needed to synthesize it. The reactants are: COC(=O)c1ccc(C)c(NC(=O)CCc2c(Br)cc(OC)cc2Br)c1. (7) Given the product O=C1CSCN1CCCCN1CCN(c2ccc(F)cc2)CC1, predict the reactants needed to synthesize it. The reactants are: Fc1ccc(N2CCNCC2)cc1.O=C1CSCN1CCCCBr. (8) Given the product CC(C)(C)OC(=O)c1cccc(CN2CN(c3ccccc3)C3(CCN(CCCC(c4ccc(F)cc4)c4ccc(F)cc4)CC3)C2=O)c1, predict the reactants needed to synthesize it. The reactants are: CC(C)(C)OC(=O)c1cccc(CN2CN(c3ccccc3)C3(CCNCC3)C2=O)c1.Fc1ccc(C(CCCCl)c2ccc(F)cc2)cc1. (9) Given the product O=C(O)CCc1cc(Br)c2c(c1)CCO2, predict the reactants needed to synthesize it. The reactants are: CCOC(=O)CCc1cc(Br)c2c(c1)CCO2. (10) Given the product CNC(=O)c1ccc2c(c1N)OCO2, predict the reactants needed to synthesize it. The reactants are: CN.Nc1c(C(=O)O)ccc2c1OCO2.